From a dataset of Reaction yield outcomes from USPTO patents with 853,638 reactions. Predict the reaction yield, written as a fraction of the theoretical maximum amount of product (1.0 means a 100% yield; for example, 0.34 means a 34% yield). The reactants are [Br:1][C:2]1[C:10]2[N:9]=[C:8]([C:11]([F:14])([F:13])[F:12])[N:7]([CH2:15][C:16]3[CH:21]=[CH:20][CH:19]=[C:18]([Cl:22])[C:17]=3[CH3:23])[C:6]=2[CH:5]=[C:4]([NH2:24])[CH:3]=1.[OH-].[Na+].Br[CH2:28][CH2:29][O:30][CH2:31][CH2:32]Br. The catalyst is [I-].C([N+](CCCC)(CCCC)CCCC)CCC. The product is [Br:1][C:2]1[C:10]2[N:9]=[C:8]([C:11]([F:14])([F:13])[F:12])[N:7]([CH2:15][C:16]3[CH:21]=[CH:20][CH:19]=[C:18]([Cl:22])[C:17]=3[CH3:23])[C:6]=2[CH:5]=[C:4]([N:24]2[CH2:32][CH2:31][O:30][CH2:29][CH2:28]2)[CH:3]=1. The yield is 0.448.